This data is from Full USPTO retrosynthesis dataset with 1.9M reactions from patents (1976-2016). The task is: Predict the reactants needed to synthesize the given product. (1) Given the product [Cl:1][C:2]1[CH:3]=[CH:4][C:5]([O:31][CH3:32])=[C:6]([NH:8][C:9](=[O:30])[CH2:10][N:11]2[C:15]3[CH2:16][N:17]([CH2:20][C:21]([NH:34][CH3:33])=[O:22])[CH2:18][CH2:19][C:14]=3[C:13]([C:26]([F:29])([F:27])[F:28])=[N:12]2)[CH:7]=1, predict the reactants needed to synthesize it. The reactants are: [Cl:1][C:2]1[CH:3]=[CH:4][C:5]([O:31][CH3:32])=[C:6]([NH:8][C:9](=[O:30])[CH2:10][N:11]2[C:15]3[CH2:16][N:17]([CH2:20][C:21](OCC)=[O:22])[CH2:18][CH2:19][C:14]=3[C:13]([C:26]([F:29])([F:28])[F:27])=[N:12]2)[CH:7]=1.[CH3:33][NH2:34]. (2) Given the product [NH2:1][C:2](=[O:34])[C@@H:3]([NH:12][C:13](=[O:33])[C@@H:14]([NH:16][C:17](=[O:32])[C@@H:18]([NH:20][C:21](=[O:31])[CH2:22][NH:23][C:24]1[S:25][C:26]([CH2:29][OH:30])=[CH:27][N:28]=1)[CH3:19])[CH3:15])[CH2:4][C:5]1[CH:6]=[CH:7][C:8]([OH:11])=[CH:9][CH:10]=1, predict the reactants needed to synthesize it. The reactants are: [NH2:1][C:2](=[O:34])[C@@H:3]([NH:12][C:13](=[O:33])[C@@H:14]([NH:16][C:17](=[O:32])[C@@H:18]([NH:20][C:21](=[O:31])[CH2:22][NH:23][C:24]1[S:25][C:26]([CH:29]=[O:30])=[CH:27][N:28]=1)[CH3:19])[CH3:15])[CH2:4][C:5]1[CH:10]=[CH:9][C:8]([OH:11])=[CH:7][CH:6]=1.[BH4-].[Na+]. (3) Given the product [CH2:1]([N:8]1[CH2:12][C@@H:11]([N:13]([CH2:34][CH2:35][CH:36]([CH3:38])[CH3:37])[S:14]([C:17]2[CH:22]=[CH:21][C:20]([N+:23]([O-:25])=[O:24])=[CH:19][CH:18]=2)(=[O:16])=[O:15])[C@H:10]([NH:26][C:27](=[O:33])[O:28][C:29]([CH3:30])([CH3:32])[CH3:31])[CH2:9]1)[C:2]1[CH:3]=[CH:4][CH:5]=[CH:6][CH:7]=1, predict the reactants needed to synthesize it. The reactants are: [CH2:1]([N:8]1[CH2:12][C@@H:11]([NH:13][S:14]([C:17]2[CH:22]=[CH:21][C:20]([N+:23]([O-:25])=[O:24])=[CH:19][CH:18]=2)(=[O:16])=[O:15])[C@H:10]([NH:26][C:27](=[O:33])[O:28][C:29]([CH3:32])([CH3:31])[CH3:30])[CH2:9]1)[C:2]1[CH:7]=[CH:6][CH:5]=[CH:4][CH:3]=1.[CH2:34](Br)[CH2:35][CH:36]([CH3:38])[CH3:37].C([O-])([O-])=O.[K+].[K+]. (4) Given the product [F:10][C:4]1[CH:3]=[C:2]([C:15]2[CH:14]=[CH:13][C:12]([F:11])=[C:17]([O:18][CH3:19])[CH:16]=2)[CH:8]=[C:7]([F:9])[C:5]=1[NH2:6], predict the reactants needed to synthesize it. The reactants are: Br[C:2]1[CH:8]=[C:7]([F:9])[C:5]([NH2:6])=[C:4]([F:10])[CH:3]=1.[F:11][C:12]1[C:17]([O:18][CH3:19])=[CH:16][C:15](B(O)O)=[CH:14][CH:13]=1. (5) Given the product [F:13][C:14]1[CH:15]=[C:16]([C:3]#[C:2][C:1]([O:5][C:6]([CH3:9])([CH3:8])[CH3:7])=[O:4])[CH:17]=[CH:18][CH:19]=1, predict the reactants needed to synthesize it. The reactants are: [C:1]([O:5][C:6]([CH3:9])([CH3:8])[CH3:7])(=[O:4])[C:2]#[CH:3].[Mg+2].[Cl-].[Cl-].[F:13][C:14]1[CH:19]=[CH:18][CH:17]=[C:16](I)[CH:15]=1. (6) Given the product [NH:11]1[C:12]2[C:8](=[CH:7][CH:6]=[C:5]([CH2:4][NH2:3])[CH:13]=2)[CH:9]=[CH:10]1, predict the reactants needed to synthesize it. The reactants are: CO[N:3]=[CH:4][C:5]1[CH:13]=[C:12]2[C:8]([CH:9]=[CH:10][NH:11]2)=[CH:7][CH:6]=1.Cl. (7) Given the product [N:1]1([C:6]2[C:11]([F:12])=[CH:10][C:9]([N:13]3[CH2:17][C@H:16]([C:18]([NH2:24])=[O:20])[O:15][C:14]3=[O:22])=[CH:8][C:7]=2[F:23])[CH2:5][CH:4]=[CH:3][CH2:2]1, predict the reactants needed to synthesize it. The reactants are: [N:1]1([C:6]2[C:11]([F:12])=[CH:10][C:9]([N:13]3[CH2:17][C@H:16]([C:18]([O:20]C)=O)[O:15][C:14]3=[O:22])=[CH:8][C:7]=2[F:23])[CH2:5][CH:4]=[CH:3][CH2:2]1.[NH3:24]. (8) Given the product [ClH:1].[ClH:58].[ClH:1].[Cl:1][C:2]1[CH:3]=[CH:4][C:5]([C:8]2[CH:13]=[CH:12][CH:11]=[CH:10][C:9]=2[CH2:14][N:15]2[CH2:20][CH2:19][N:18]3[C:21]4[CH:27]=[N:26][C:25]([C:28]([NH:30][S:31]([C:34]5[CH:39]=[CH:38][C:37]([NH:40][C@@H:41]([CH2:47][S:48][C:49]6[CH:54]=[CH:53][CH:52]=[CH:51][CH:50]=6)[CH2:42][CH2:43][N:44]([CH3:46])[CH3:45])=[C:36]([N+:55]([O-:57])=[O:56])[CH:35]=5)(=[O:33])=[O:32])=[O:29])=[CH:24][C:22]=4[CH2:23][CH:17]3[CH2:16]2)=[CH:6][CH:7]=1, predict the reactants needed to synthesize it. The reactants are: [Cl:1][C:2]1[CH:7]=[CH:6][C:5]([C:8]2[CH:13]=[CH:12][CH:11]=[CH:10][C:9]=2[CH2:14][N:15]2[CH2:20][CH2:19][N:18]3[C:21]4[CH:27]=[N:26][C:25]([C:28]([NH:30][S:31]([C:34]5[CH:39]=[CH:38][C:37]([NH:40][C@@H:41]([CH2:47][S:48][C:49]6[CH:54]=[CH:53][CH:52]=[CH:51][CH:50]=6)[CH2:42][CH2:43][N:44]([CH3:46])[CH3:45])=[C:36]([N+:55]([O-:57])=[O:56])[CH:35]=5)(=[O:33])=[O:32])=[O:29])=[CH:24][C:22]=4[CH2:23][CH:17]3[CH2:16]2)=[CH:4][CH:3]=1.[ClH:58].